This data is from Catalyst prediction with 721,799 reactions and 888 catalyst types from USPTO. The task is: Predict which catalyst facilitates the given reaction. (1) Product: [NH2:2][CH2:1][C:3]12[CH2:14][C:7]3([CH2:15][NH2:16])[CH2:6][C:5]([CH2:17][NH2:18])([CH2:11][C:9]([CH2:12][NH2:13])([CH2:8]3)[CH2:10]1)[CH2:4]2. The catalyst class is: 1. Reactant: [C:1]([C:3]12[CH2:14][C:7]3([C:15]#[N:16])[CH2:8][C:9]([C:12]#[N:13])([CH2:11][C:5]([C:17]#[N:18])([CH2:6]3)[CH2:4]1)[CH2:10]2)#[N:2].ClB.CSC. (2) Reactant: [CH2:1]([O:3][NH:4][C:5]1([C:13]#[N:14])[CH2:10][CH2:9][N:8]([O:11][CH3:12])[CH2:7][CH2:6]1)[CH3:2].C(N(CC)CC)C.[Cl:22][C:23]1[CH:28]=[C:27]([CH3:29])[C:26]([CH2:30][C:31](Cl)=[O:32])=[C:25]([CH3:34])[CH:24]=1. Product: [Cl:22][C:23]1[CH:24]=[C:25]([CH3:34])[C:26]([CH2:30][C:31]([N:4]([C:5]2([C:13]#[N:14])[CH2:10][CH2:9][N:8]([O:11][CH3:12])[CH2:7][CH2:6]2)[O:3][CH2:1][CH3:2])=[O:32])=[C:27]([CH3:29])[CH:28]=1. The catalyst class is: 367. (3) Reactant: O=P(Cl)(Cl)Cl.[Br:6]Br.P(Br)(Br)Br.[C:12]1([CH2:18][CH2:19][CH2:20][N:21]2[C:25]([C:26]3[CH:31]=[CH:30][N:29]=[CH:28][CH:27]=3)=[C:24]([C:32]3[CH:37]=[CH:36][C:35]([F:38])=[CH:34][CH:33]=3)[NH:23][C:22]2=O)[CH:17]=[CH:16][CH:15]=[CH:14][CH:13]=1.N. Product: [F:38][C:35]1[CH:36]=[CH:37][C:32]([C:24]2[N:23]=[C:22]([Br:6])[N:21]([CH2:20][CH2:19][CH2:18][C:12]3[CH:17]=[CH:16][CH:15]=[CH:14][CH:13]=3)[C:25]=2[C:26]2[CH:31]=[CH:30][N:29]=[CH:28][CH:27]=2)=[CH:33][CH:34]=1. The catalyst class is: 13. (4) Reactant: [F:1][C:2]1[C:27]([F:28])=[CH:26][CH:25]=[CH:24][C:3]=1[CH2:4][N:5]1[CH2:9][CH2:8][CH2:7]/[C:6]/1=[N:10]\[C:11](=[C:13]([C:19](OCC)=[O:20])[C:14]([O:16][CH2:17][CH3:18])=[O:15])[CH3:12].[O-]CC.[Na+].CCO.Cl.O. Product: [F:1][C:2]1[C:27]([F:28])=[CH:26][CH:25]=[CH:24][C:3]=1[CH2:4][N:5]1[C:6]2=[N:10][C:11]([CH3:12])=[C:13]([C:14]([O:16][CH2:17][CH3:18])=[O:15])[C:19]([OH:20])=[C:7]2[CH2:8][CH2:9]1. The catalyst class is: 9. (5) Reactant: Br[C:2]1[CH:7]=[CH:6][N:5]=[C:4]2[N:8]([CH2:11][O:12][CH2:13][CH2:14][Si:15]([CH3:18])([CH3:17])[CH3:16])[CH:9]=[CH:10][C:3]=12.[CH2:19]([N:26]1[CH:30]=[C:29](B2OC(C)(C)C(C)(C)O2)[CH:28]=[N:27]1)[C:20]1[CH:25]=[CH:24][CH:23]=[CH:22][CH:21]=1.C1(C)C=CC=CC=1.C(O)C.C(=O)([O-])[O-].[K+].[K+].O. Product: [CH2:19]([N:26]1[CH:30]=[C:29]([C:2]2[CH:7]=[CH:6][N:5]=[C:4]3[N:8]([CH2:11][O:12][CH2:13][CH2:14][Si:15]([CH3:18])([CH3:17])[CH3:16])[CH:9]=[CH:10][C:3]=23)[CH:28]=[N:27]1)[C:20]1[CH:25]=[CH:24][CH:23]=[CH:22][CH:21]=1. The catalyst class is: 73. (6) Reactant: [CH:1]([N:4]1[CH:8]=[C:7]([C:9]2[C:10]([NH2:25])=[N:11][CH:12]=[C:13]([C:15]3[CH:16]=[C:17]4[C:21](=[CH:22][CH:23]=3)[N:20]([CH3:24])[CH:19]=[CH:18]4)[CH:14]=2)[N:6]=[N:5]1)([CH3:3])[CH3:2].C([SiH](CC)CC)C.C([O-])(O)=O.[Na+]. Product: [CH:1]([N:4]1[CH:8]=[C:7]([C:9]2[C:10]([NH2:25])=[N:11][CH:12]=[C:13]([C:15]3[CH:16]=[C:17]4[C:21](=[CH:22][CH:23]=3)[N:20]([CH3:24])[CH2:19][CH2:18]4)[CH:14]=2)[N:6]=[N:5]1)([CH3:3])[CH3:2]. The catalyst class is: 67.